This data is from Peptide-MHC class I binding affinity with 185,985 pairs from IEDB/IMGT. The task is: Regression. Given a peptide amino acid sequence and an MHC pseudo amino acid sequence, predict their binding affinity value. This is MHC class I binding data. (1) The MHC is HLA-B46:01 with pseudo-sequence HLA-B46:01. The binding affinity (normalized) is 0.0847. The peptide sequence is PLFPGITRV. (2) The peptide sequence is RTLDFHDSNVK. The MHC is HLA-A33:01 with pseudo-sequence HLA-A33:01. The binding affinity (normalized) is 0.0694.